Task: Predict which catalyst facilitates the given reaction.. Dataset: Catalyst prediction with 721,799 reactions and 888 catalyst types from USPTO Reactant: [CH2:1]([NH:3][C:4]1[C:8]2[CH:9]=[N:10][C:11]([NH:13][C:14]([NH:16][C@@H:17]([C:19]3[CH:24]=[CH:23][CH:22]=[CH:21][CH:20]=3)[CH3:18])=[O:15])=[CH:12][C:7]=2[N:6](C(C2C=CC=CC=2)(C2C=CC=CC=2)C2C=CC=CC=2)[N:5]=1)[CH3:2].C([SiH](CC)CC)C. Product: [CH2:1]([NH:3][C:4]1[C:8]2[CH:9]=[N:10][C:11]([NH:13][C:14]([NH:16][C@@H:17]([C:19]3[CH:20]=[CH:21][CH:22]=[CH:23][CH:24]=3)[CH3:18])=[O:15])=[CH:12][C:7]=2[NH:6][N:5]=1)[CH3:2]. The catalyst class is: 67.